Dataset: Full USPTO retrosynthesis dataset with 1.9M reactions from patents (1976-2016). Task: Predict the reactants needed to synthesize the given product. Given the product [CH:32]1([CH2:31][C@H:13]([NH:12][C:10](=[O:11])[C@@H:9]([NH:8][C:43](=[O:44])[CH2:42][N:39]2[CH2:40][CH2:41][O:36][CH2:37][CH2:38]2)[CH3:35])[C:14]([NH:16][C@@H:17]([CH2:24][C:25]2[CH:26]=[CH:27][CH:28]=[CH:29][CH:30]=2)[C:18]([C@@:20]2([CH3:23])[CH2:22][O:21]2)=[O:19])=[O:15])[CH2:34][CH2:33]1, predict the reactants needed to synthesize it. The reactants are: OC(C(F)(F)F)=O.[NH2:8][C@@H:9]([CH3:35])[C:10]([NH:12][C@@H:13]([CH2:31][CH:32]1[CH2:34][CH2:33]1)[C:14]([NH:16][C@@H:17]([CH2:24][C:25]1[CH:30]=[CH:29][CH:28]=[CH:27][CH:26]=1)[C:18]([C@@:20]1([CH3:23])[CH2:22][O:21]1)=[O:19])=[O:15])=[O:11].[O:36]1[CH2:41][CH2:40][N:39]([CH2:42][C:43](O)=[O:44])[CH2:38][CH2:37]1.CN(C(ON1N=NC2C=CC=NC1=2)=[N+](C)C)C.F[P-](F)(F)(F)(F)F.CCN(C(C)C)C(C)C.